This data is from Retrosynthesis with 50K atom-mapped reactions and 10 reaction types from USPTO. The task is: Predict the reactants needed to synthesize the given product. (1) Given the product O=C(O)c1coc(-c2ccc3c(c2)C(=NNc2nc4ccccc4s2)CCC3)n1, predict the reactants needed to synthesize it. The reactants are: NNc1nc2ccccc2s1.O=C(O)c1coc(-c2ccc3c(c2)C(=O)CCC3)n1. (2) Given the product CCCOc1ccc2c(c1)C(=O)C[C@H]2c1ccc2c(c1)OCO2, predict the reactants needed to synthesize it. The reactants are: CCCOc1ccc2c(c1)C(=O)C=C2c1ccc2c(c1)OCO2. (3) The reactants are: CCN1C(=O)CCC(C)(C)c2ccc(N)cc21.CS(=O)(=O)c1cccc(F)c1Nc1nc(Cl)ncc1Cl. Given the product CCN1C(=O)CCC(C)(C)c2ccc(Nc3ncc(Cl)c(Nc4c(F)cccc4S(C)(=O)=O)n3)cc21, predict the reactants needed to synthesize it.